This data is from Full USPTO retrosynthesis dataset with 1.9M reactions from patents (1976-2016). The task is: Predict the reactants needed to synthesize the given product. (1) Given the product [C:1]([O:5][C:6](=[O:7])[NH:8][CH2:9][C:10]1[CH:18]=[CH:17][C:13]([C:14]([Cl:22])=[O:15])=[CH:12][CH:11]=1)([CH3:4])([CH3:3])[CH3:2], predict the reactants needed to synthesize it. The reactants are: [C:1]([O:5][C:6]([NH:8][CH2:9][C:10]1[CH:18]=[CH:17][C:13]([C:14](O)=[O:15])=[CH:12][CH:11]=1)=[O:7])([CH3:4])([CH3:3])[CH3:2].C(Cl)(=O)C([Cl:22])=O. (2) Given the product [N:11]1[C:12]2[C:7](=[CH:6][CH:5]=[C:4]([C:19]3[S:23][C:22]([NH:24][C:25](=[O:31])[O:26][C:27]([CH3:29])([CH3:28])[CH3:30])=[N:21][CH:20]=3)[CH:13]=2)[CH:8]=[N:9][CH:10]=1, predict the reactants needed to synthesize it. The reactants are: [Li+].[Cl-].Br[C:4]1[CH:13]=[C:12]2[C:7]([CH:8]=[N:9][CH:10]=[N:11]2)=[CH:6][CH:5]=1.C([Sn](CCCC)(CCCC)[C:19]1[S:23][C:22]([NH:24][C:25](=[O:31])[O:26][C:27]([CH3:30])([CH3:29])[CH3:28])=[N:21][CH:20]=1)CCC.CN(C=O)C. (3) Given the product [CH3:1][N:2]([CH2:20][C:17]1[C:16]2[N:11]([CH3:10])[C:12](=[O:23])[N:13]([CH3:22])[C:14](=[O:21])[C:15]=2[NH:19][CH:18]=1)[CH3:3], predict the reactants needed to synthesize it. The reactants are: [CH3:1][NH:2][CH3:3].C(O)(=O)C.C=O.[CH3:10][N:11]1[C:16]2[C:17]([CH3:20])=[CH:18][NH:19][C:15]=2[C:14](=[O:21])[N:13]([CH3:22])[C:12]1=[O:23]. (4) Given the product [CH3:1][O:2][C:3](=[O:42])[CH2:4][CH2:5][NH:6][C:7](=[O:41])[C:8]1[CH:13]=[CH:12][C:11]([CH:14]([O:19][C:20]2[CH:25]=[CH:24][C:23]([C:26]3[CH:31]=[CH:30][C:29]([CH:32]([CH3:33])[CH3:34])=[CH:28][CH:27]=3)=[C:22]([CH:35]=[O:36])[CH:21]=2)[CH2:15][CH:16]([CH3:18])[CH3:17])=[CH:10][CH:9]=1.[CH:35]([C:22]1[CH:21]=[C:20]([O:19][CH:14]([C:11]2[CH:12]=[CH:13][C:8]([C:7]([NH:6][CH2:5][CH2:4][C:3]([OH:42])=[O:2])=[O:41])=[CH:9][CH:10]=2)[CH2:15][CH:16]([CH3:17])[CH3:18])[CH:25]=[CH:24][C:23]=1[C:26]1[CH:31]=[CH:30][C:29]([CH:32]([CH3:34])[CH3:33])=[CH:28][CH:27]=1)=[O:36], predict the reactants needed to synthesize it. The reactants are: [CH3:1][O:2][C:3](=[O:42])[CH2:4][CH2:5][NH:6][C:7](=[O:41])[C:8]1[CH:13]=[CH:12][C:11]([CH:14]([O:19][C:20]2[CH:25]=[CH:24][C:23]([C:26]3[CH:31]=[CH:30][C:29]([CH:32]([CH3:34])[CH3:33])=[CH:28][CH:27]=3)=[C:22]([CH:35]3OCCC[O:36]3)[CH:21]=2)[CH2:15][CH:16]([CH3:18])[CH3:17])=[CH:10][CH:9]=1.Cl.[OH-].[Na+]. (5) Given the product [F:1][C:2]1[CH:7]=[C:6]([N:8]2[C:28](=[O:29])[CH:27]=[C:26]([CH3:32])[N:22]=[C:23]2[CH3:25])[CH:5]=[CH:4][C:3]=1[NH:9][CH2:10][CH2:11][N:12]1[CH2:17][CH2:16][CH2:15][CH2:14][CH2:13]1, predict the reactants needed to synthesize it. The reactants are: [F:1][C:2]1[CH:7]=[C:6]([NH2:8])[CH:5]=[CH:4][C:3]=1[NH:9][CH2:10][CH2:11][N:12]1[CH2:17][CH2:16][CH2:15][CH2:14][CH2:13]1.C[Al](C)C.[NH:22](/[C:26](/[CH3:32])=[CH:27]\[C:28](OC)=[O:29])[C:23]([CH3:25])=O. (6) Given the product [CH3:1][C:2]([CH3:19])([CH3:18])[CH2:3][N:4]1[C:12]2[C:7](=[N:8][C:9]([C:29]3[CH:36]=[C:35]([OH:37])[CH:34]=[CH:33][C:30]=3[C:31]#[N:32])=[CH:10][CH:11]=2)[N:6]([CH3:16])[C:5]1=[O:17], predict the reactants needed to synthesize it. The reactants are: [CH3:1][C:2]([CH3:19])([CH3:18])[CH2:3][N:4]1[C:12]2[C:7](=[N:8][C:9](B(O)O)=[CH:10][CH:11]=2)[N:6]([CH3:16])[C:5]1=[O:17].[O-]P([O-])([O-])=O.[K+].[K+].[K+].Cl[C:29]1[CH:36]=[C:35]([OH:37])[CH:34]=[CH:33][C:30]=1[C:31]#[N:32].COC1C=CC=C(OC)C=1C1C=CC=CC=1P(C1CCCCC1)C1CCCCC1. (7) Given the product [S:1]1[CH:5]=[CH:4][CH:3]=[C:2]1[C:6]1[C:15]([C:16]2[S:17][CH:18]=[CH:19][CH:20]=2)=[N:14][C:13]2[C:8](=[CH:9][CH:10]=[CH:11][C:12]=2[NH:21][C:22]2[CH:23]=[CH:24][C:25]([NH2:28])=[CH:26][CH:27]=2)[N:7]=1, predict the reactants needed to synthesize it. The reactants are: [S:1]1[CH:5]=[CH:4][CH:3]=[C:2]1[C:6]1[C:15]([C:16]2[S:17][CH:18]=[CH:19][CH:20]=2)=[N:14][C:13]2[C:8](=[CH:9][CH:10]=[CH:11][C:12]=2[NH:21][C:22]2[CH:27]=[CH:26][C:25]([N+:28]([O-])=O)=[CH:24][CH:23]=2)[N:7]=1.